From a dataset of Forward reaction prediction with 1.9M reactions from USPTO patents (1976-2016). Predict the product of the given reaction. The product is: [F:1][C:2]1[C:10]([F:11])=[CH:9][C:5]([C:6]([NH:53][C:49]([CH3:50])([C:51]#[CH:52])[CH3:48])=[O:8])=[C:4]([NH:12][CH2:13][C:14]([CH3:17])([CH3:16])[CH3:15])[CH:3]=1. Given the reactants [F:1][C:2]1[C:10]([F:11])=[CH:9][C:5]([C:6]([OH:8])=O)=[C:4]([NH:12][CH2:13][C:14]([CH3:17])([CH3:16])[CH3:15])[CH:3]=1.CCN=C=NCCCN(C)C.C1C=CC2N(O)N=NC=2C=1.CCN(C(C)C)C(C)C.[CH3:48][C:49]([NH2:53])([C:51]#[CH:52])[CH3:50], predict the reaction product.